Dataset: Full USPTO retrosynthesis dataset with 1.9M reactions from patents (1976-2016). Task: Predict the reactants needed to synthesize the given product. (1) Given the product [ClH:23].[OH:4][C:5]1[CH:14]=[CH:13][CH:12]=[C:11]2[C:6]=1[CH:7]=[C:8]([CH:16]1[CH2:21][CH2:20][N:19]([CH3:22])[CH2:18][CH2:17]1)[NH:9][C:10]2=[O:15], predict the reactants needed to synthesize it. The reactants are: COC[O:4][C:5]1[CH:14]=[CH:13][CH:12]=[C:11]2[C:6]=1[CH:7]=[C:8]([CH:16]1[CH2:21][CH2:20][N:19]([CH3:22])[CH2:18][CH2:17]1)[NH:9][C:10]2=[O:15].[ClH:23].CO. (2) The reactants are: [F:1][C:2]1[CH:25]=[CH:24][C:5]([CH2:6][C:7]2([C:20](OC)=[O:21])[CH2:12][CH2:11][N:10]([C:13]([O:15][C:16]([CH3:19])([CH3:18])[CH3:17])=[O:14])[CH2:9][CH2:8]2)=[CH:4][CH:3]=1.[H-].[H-].[H-].[H-].[Li+].[Al+3].O.[OH-].[Na+]. Given the product [F:1][C:2]1[CH:25]=[CH:24][C:5]([CH2:6][C:7]2([CH2:20][OH:21])[CH2:8][CH2:9][N:10]([C:13]([O:15][C:16]([CH3:19])([CH3:17])[CH3:18])=[O:14])[CH2:11][CH2:12]2)=[CH:4][CH:3]=1, predict the reactants needed to synthesize it.